Dataset: Forward reaction prediction with 1.9M reactions from USPTO patents (1976-2016). Task: Predict the product of the given reaction. (1) Given the reactants [CH3:1][O:2][C:3]1[CH:4]=[C:5]([C:11](=[O:19])/[CH:12]=[CH:13]/[C:14]([O:16]CC)=O)[CH:6]=[CH:7][C:8]=1[O:9][CH3:10].[C:20]1([Mg]Br)[CH:25]=[CH:24][CH:23]=[CH:22][CH:21]=1.[Cl-].[NH4+], predict the reaction product. The product is: [CH3:1][O:2][C:3]1[CH:4]=[C:5]([C:11](=[O:19])/[CH:12]=[CH:13]/[C:14]([C:20]2[CH:25]=[CH:24][CH:23]=[CH:22][CH:21]=2)=[O:16])[CH:6]=[CH:7][C:8]=1[O:9][CH3:10]. (2) Given the reactants [OH:1][CH2:2][C:3]1[C:8]([OH:9])=[C:7]([CH2:10][OH:11])[CH:6]=[C:5]([CH3:12])[CH:4]=1.[OH-].[Na+].S(OC)(O[CH3:19])(=O)=O, predict the reaction product. The product is: [OH:1][CH2:2][C:3]1[CH:4]=[C:5]([CH3:12])[CH:6]=[C:7]([CH2:10][OH:11])[C:8]=1[O:9][CH3:19]. (3) Given the reactants [Cl:1][C:2]1[CH:3]=[C:4]([NH:9][C:10]([C:12]2[CH:13]=[C:14]([NH:18][C:19]3[C:24]([N+:25]([O-])=O)=[CH:23][CH:22]=[CH:21][N:20]=3)[CH:15]=[CH:16][CH:17]=2)=[O:11])[CH:5]=[C:6]([Cl:8])[CH:7]=1.C(=O)(O)[O-].[Na+], predict the reaction product. The product is: [NH2:25][C:24]1[C:19]([NH:18][C:14]2[CH:15]=[CH:16][CH:17]=[C:12]([C:10](=[O:11])[NH:9][C:4]3[CH:5]=[C:6]([Cl:8])[CH:7]=[C:2]([Cl:1])[CH:3]=3)[CH:13]=2)=[N:20][CH:21]=[CH:22][CH:23]=1. (4) The product is: [Cl:26][C:19]1[CH:20]=[C:21]([CH:22]=[C:17]([CH2:16][NH:15][C:14]([C@@H:9]2[CH2:10][C@@H:11]([F:13])[CH2:12][NH:8]2)=[O:28])[C:18]=1[F:27])[C:23]([OH:25])=[O:24]. Given the reactants C(OC([N:8]1[CH2:12][C@H:11]([F:13])[CH2:10][C@H:9]1[C:14](=[O:28])[NH:15][CH2:16][C:17]1[CH:22]=[C:21]([C:23]([OH:25])=[O:24])[CH:20]=[C:19]([Cl:26])[C:18]=1[F:27])=O)(C)(C)C.C(O)(C(F)(F)F)=O, predict the reaction product. (5) Given the reactants [NH:1]1[CH2:6][CH2:5][CH:4]([CH2:7][OH:8])[CH2:3][CH2:2]1.Cl[C:10]([O:12][CH2:13][C:14]1[CH:19]=[CH:18][CH:17]=[CH:16][CH:15]=1)=[O:11], predict the reaction product. The product is: [OH:8][CH2:7][CH:4]1[CH2:5][CH2:6][N:1]([C:10]([O:12][CH2:13][C:14]2[CH:19]=[CH:18][CH:17]=[CH:16][CH:15]=2)=[O:11])[CH2:2][CH2:3]1. (6) Given the reactants Br[C:2]1[CH:7]=[CH:6][C:5]([C:8]2[NH:13][C:12]3[N:14]([C:18]4[CH:23]=[CH:22][CH:21]=[CH:20][CH:19]=4)[N:15]=[C:16]([CH3:17])[C:11]=3[C:10](=[O:24])[CH:9]=2)=[CH:4][CH:3]=1.C(OC([N:32]1[CH2:37][CH2:36][CH:35]([NH2:38])[CH2:34][CH2:33]1)=O)(C)(C)C.Cl, predict the reaction product. The product is: [CH3:17][C:16]1[C:11]2[C:10]([OH:24])=[CH:9][C:8]([C:5]3[CH:6]=[CH:7][C:2]([NH:38][CH:35]4[CH2:36][CH2:37][NH:32][CH2:33][CH2:34]4)=[CH:3][CH:4]=3)=[N:13][C:12]=2[N:14]([C:18]2[CH:23]=[CH:22][CH:21]=[CH:20][CH:19]=2)[N:15]=1. (7) Given the reactants [C:1]([C:3]1[CH:4]=[C:5]([CH:10]=[CH:11][C:12]=1[OH:13])[C:6]([O:8][CH3:9])=[O:7])#[N:2].[F:14][C:15]([F:34])([F:33])[S:16](N(C1C=CC=CC=1)[S:16]([C:15]([F:34])([F:33])[F:14])(=[O:18])=[O:17])(=[O:18])=[O:17].CCN(C(C)C)C(C)C, predict the reaction product. The product is: [C:1]([C:3]1[CH:4]=[C:5]([CH:10]=[CH:11][C:12]=1[O:13][S:16]([C:15]([F:34])([F:33])[F:14])(=[O:18])=[O:17])[C:6]([O:8][CH3:9])=[O:7])#[N:2].